Dataset: Catalyst prediction with 721,799 reactions and 888 catalyst types from USPTO. Task: Predict which catalyst facilitates the given reaction. (1) Reactant: [CH3:1][N:2]([CH3:15])[CH:3]([CH3:14])[CH2:4][CH2:5][O:6][C:7]1[CH:8]=[CH:9][C:10]([Cl:13])=[N:11][CH:12]=1.O.[C:17]1([CH3:27])[CH:22]=[CH:21][C:20]([S:23]([OH:26])(=[O:25])=[O:24])=[CH:19][CH:18]=1.C(OCC)C. Product: [C:17]1([CH3:27])[CH:18]=[CH:19][C:20]([S:23]([OH:26])(=[O:24])=[O:25])=[CH:21][CH:22]=1.[CH3:15][N:2]([CH3:1])[CH:3]([CH3:14])[CH2:4][CH2:5][O:6][C:7]1[CH:8]=[CH:9][C:10]([Cl:13])=[N:11][CH:12]=1. The catalyst class is: 13. (2) Reactant: F[C:2]1[CH:9]=[CH:8][C:5]([CH:6]=[O:7])=[CH:4][CH:3]=1.C([O-])([O-])=O.[K+].[K+].CN1C(=O)CCC1.[CH3:23][N:24]([CH3:30])[CH2:25][CH2:26][CH2:27][NH:28][CH3:29]. Product: [CH3:23][N:24]([CH3:30])[CH2:25][CH2:26][CH2:27][N:28]([CH3:29])[C:2]1[CH:9]=[CH:8][C:5]([CH:6]=[O:7])=[CH:4][CH:3]=1. The catalyst class is: 21. (3) Reactant: [H-].[Na+].Cl[CH:4]([CH3:10])[C:5]([O:7][CH2:8][CH3:9])=[O:6].[N+:11]([C:14]1[CH:19]=[CH:18][CH:17]=[CH:16][CH:15]=1)([O-:13])=[O:12].I[CH3:21].Cl. Product: [CH3:21][C:4]([C:17]1[CH:18]=[CH:19][C:14]([N+:11]([O-:13])=[O:12])=[CH:15][CH:16]=1)([CH3:10])[C:5]([O:7][CH2:8][CH3:9])=[O:6]. The catalyst class is: 9. (4) Reactant: [CH3:1][O:2][C:3]1[CH:8]=[CH:7][C:6]([C:9]23[CH2:18][CH:13]4[CH2:14][CH:15]([CH2:17][CH:11]([CH2:12]4)[CH2:10]2)[CH2:16]3)=[CH:5][CH:4]=1.CCN(CC)CC.[C:26]([O:30][CH3:31])(=[O:29])[CH:27]=[CH2:28].CCO[C:35]([CH3:37])=[O:36].[CH2:38]1[CH2:43][CH2:42]C[CH2:40][CH2:39]1. Product: [C:9]12([C:6]3[CH:7]=[CH:8][C:3]([O:2][CH3:1])=[C:4]([CH:5]=3)[C:35]([C:37]3[CH:42]=[CH:43][C:38](/[CH:28]=[CH:27]/[C:26]([O:30][CH3:31])=[O:29])=[CH:39][CH:40]=3)=[O:36])[CH2:18][CH:13]3[CH2:12][CH:11]([CH2:17][CH:15]([CH2:14]3)[CH2:16]1)[CH2:10]2. The catalyst class is: 167. (5) Reactant: [CH2:1]([O:3][C:4](=[O:35])[CH2:5][CH2:6][N:7]([CH2:15][C:16]([N:18]1[C:26]2[C:21](=[CH:22][C:23]([O:27]CC3C=CC=CC=3)=[CH:24][CH:25]=2)[CH2:20][CH2:19]1)=[O:17])[C:8]([O:10][C:11]([CH3:14])([CH3:13])[CH3:12])=[O:9])[CH3:2]. Product: [CH2:1]([O:3][C:4](=[O:35])[CH2:5][CH2:6][N:7]([C:8]([O:10][C:11]([CH3:14])([CH3:13])[CH3:12])=[O:9])[CH2:15][C:16]([N:18]1[C:26]2[C:21](=[CH:22][C:23]([OH:27])=[CH:24][CH:25]=2)[CH2:20][CH2:19]1)=[O:17])[CH3:2]. The catalyst class is: 63. (6) Reactant: O[Li].O.C([O:6][C:7](=[O:25])[CH:8]([NH:21][C:22](=[O:24])[CH3:23])[CH2:9][CH2:10][CH2:11][CH2:12][CH2:13][C:14]([O:16][C:17]([CH3:20])([CH3:19])[CH3:18])=[O:15])C.C(O)(=O)CC(CC(O)=O)(C(O)=O)O. Product: [C:17]([O:16][C:14](=[O:15])[CH2:13][CH2:12][CH2:11][CH2:10][CH2:9][CH:8]([NH:21][C:22](=[O:24])[CH3:23])[C:7]([OH:25])=[O:6])([CH3:20])([CH3:18])[CH3:19]. The catalyst class is: 315. (7) Reactant: [CH2:1]([NH:3][C:4]1[C:8]2[CH:9]=[N:10][C:11]([NH:13][C:14]([NH:16][C@@H:17]([C:19]3[CH:24]=[CH:23][CH:22]=[CH:21][CH:20]=3)[CH3:18])=[O:15])=[CH:12][C:7]=2[NH:6][N:5]=1)[CH3:2].[F:25][C:26]([F:31])([F:30])S([O-])=O.[Na+].ClCCCl.C(OO)(C)(C)C. Product: [CH2:1]([NH:3][C:4]1[C:8]2[CH:9]=[N:10][C:11]([NH:13][C:14]([NH:16][C@@H:17]([C:19]3[CH:20]=[CH:21][CH:22]=[CH:23][CH:24]=3)[CH3:18])=[O:15])=[C:12]([C:26]([F:31])([F:30])[F:25])[C:7]=2[NH:6][N:5]=1)[CH3:2]. The catalyst class is: 58. (8) Reactant: [Cl:1][C:2]1[N:3]=[CH:4][NH:5][C:6]=1[Cl:7].[OH-].[K+].[Br:10][CH2:11][CH2:12][CH2:13][CH2:14][CH2:15][CH2:16][CH3:17].Cl.ClC[C:21]1[CH:30]=[CH:29][C:28]2[C:23](=[CH:24][CH:25]=CC=2)N=1. Product: [CH2:11]([N:5]1[C:6]2[C:28](=[CH:23][CH:24]=[CH:25][CH:2]=2)[CH:29]=[C:30]([CH3:21])[CH2:4]1)[CH2:12][CH2:13][CH2:14][CH2:15][CH2:16][CH3:17].[Br-:10].[Cl:1][C:2]1[NH:3][CH:4]=[NH+:5][C:6]=1[Cl:7]. The catalyst class is: 10. (9) Reactant: [Cl:1][C:2]1[CH:3]=[CH:4][C:5]([CH3:22])=[C:6]([C:8]2[C:12]([NH:13][C:14](=[O:20])[O:15][C:16]([CH3:19])([CH3:18])[CH3:17])=[CH:11][N:10]([CH3:21])[N:9]=2)[CH:7]=1.[Cl:23][C:24]1[CH:25]=[CH:26][C:27]([CH3:44])=[C:28]([C:30]2[N:34]([CH3:35])[N:33]=[CH:32][C:31]=2[NH:36][C:37](=[O:43])[O:38]C(C)(C)C)[CH:29]=1.Cl. Product: [C:5]([N:36]([C:31]1[CH:32]=[N:33][N:34]([CH3:35])[C:30]=1[C:28]1[CH:29]=[C:24]([Cl:23])[CH:25]=[CH:26][C:27]=1[CH3:44])[C:37](=[O:43])[OH:38])([CH3:22])([CH3:6])[CH3:4].[Cl:1][C:2]1[CH:3]=[CH:4][C:5]([CH3:22])=[C:6]([C:8]2[C:12]([NH:13][C:14](=[O:20])[O:15][C:16]([CH3:17])([CH3:18])[CH3:19])=[CH:11][N:10]([CH3:21])[N:9]=2)[CH:7]=1. The catalyst class is: 4.